From a dataset of Catalyst prediction with 721,799 reactions and 888 catalyst types from USPTO. Predict which catalyst facilitates the given reaction. Reactant: [Br:1][C:2]1[CH:3]=[CH:4][C:5]2[NH:11][C:10](=O)[CH2:9][NH:8][C:7](=O)[C:6]=2[CH:14]=1.C1COCC1.[H-].[Al+3].[Li+].[H-].[H-].[H-].[OH-].[Na+]. Product: [Br:1][C:2]1[CH:3]=[CH:4][C:5]2[NH:11][CH2:10][CH2:9][NH:8][CH2:7][C:6]=2[CH:14]=1. The catalyst class is: 6.